Dataset: Forward reaction prediction with 1.9M reactions from USPTO patents (1976-2016). Task: Predict the product of the given reaction. (1) Given the reactants [CH3:1][C:2]1[O:6][C:5]([C:7]2[CH:12]=[CH:11][CH:10]=[CH:9][CH:8]=2)=[N:4][C:3]=1[CH2:13][CH2:14][O:15][C:16]1[CH:21]=[CH:20][C:19]([OH:22])=[CH:18][CH:17]=1.C([O-])([O-])=O.[Cs+].[Cs+].[CH2:29]([O:31][C:32](=[O:37])[CH:33](Br)[CH2:34][CH3:35])[CH3:30], predict the reaction product. The product is: [CH2:29]([O:31][C:32](=[O:37])[CH:33]([O:22][C:19]1[CH:18]=[CH:17][C:16]([O:15][CH2:14][CH2:13][C:3]2[N:4]=[C:5]([C:7]3[CH:8]=[CH:9][CH:10]=[CH:11][CH:12]=3)[O:6][C:2]=2[CH3:1])=[CH:21][CH:20]=1)[CH2:34][CH3:35])[CH3:30]. (2) Given the reactants Cl.[CH3:2][C:3]1[NH:4][CH:5]=[C:6]([C:8]2[CH:13]=[CH:12][CH:11]=[CH:10][CH:9]=2)[N:7]=1.[Cl:14][C:15]1[CH:22]=[CH:21][C:18]([CH2:19]Br)=[CH:17][CH:16]=1.[H-].[Na+], predict the reaction product. The product is: [Cl:14][C:15]1[CH:22]=[CH:21][C:18]([CH2:19][N:4]2[CH:5]=[C:6]([C:8]3[CH:9]=[CH:10][CH:11]=[CH:12][CH:13]=3)[N:7]=[C:3]2[CH3:2])=[CH:17][CH:16]=1. (3) Given the reactants C(OC([N:8]1[CH2:13][CH2:12][CH:11]([NH:14][C:15]2[C:20]([N+:21]([O-:23])=[O:22])=[C:19]([NH:24][C:25]3[CH:30]=[CH:29][C:28]([S:31]([CH3:34])(=[O:33])=[O:32])=[CH:27][CH:26]=3)[N:18]=[CH:17][N:16]=2)[CH2:10][CH2:9]1)=O)(C)(C)C.Cl, predict the reaction product. The product is: [CH3:34][S:31]([C:28]1[CH:29]=[CH:30][C:25]([NH:24][C:19]2[C:20]([N+:21]([O-:23])=[O:22])=[C:15]([NH:14][CH:11]3[CH2:12][CH2:13][NH:8][CH2:9][CH2:10]3)[N:16]=[CH:17][N:18]=2)=[CH:26][CH:27]=1)(=[O:33])=[O:32]. (4) Given the reactants [CH2:1]([N:3]([CH2:38][CH3:39])[CH2:4][CH2:5][CH2:6][NH:7][C:8]1[N:9]=[C:10]([C:27]2[CH:28]=[C:29]([CH:33]=[C:34]([F:37])[C:35]=2[CH3:36])[C:30](O)=[O:31])[C:11]2[CH:17]=[CH:16][C:15](=[O:18])[N:14]([C:19]3[C:24]([F:25])=[CH:23][CH:22]=[CH:21][C:20]=3[F:26])[C:12]=2[N:13]=1)[CH3:2].CN(C(O[N:55]1N=[N:55][C:50]2[CH:51]=[CH:52][CH:52]=[CH:51][C:50]1=2)=[N+](C)C)C.F[P-](F)(F)(F)(F)F.C(N(CC)CC)C.C1(N)CC1, predict the reaction product. The product is: [CH:50]1([NH:55][C:30](=[O:31])[C:29]2[CH:33]=[C:34]([F:37])[C:35]([CH3:36])=[C:27]([C:10]3[C:11]4[CH:17]=[CH:16][C:15](=[O:18])[N:14]([C:19]5[C:24]([F:25])=[CH:23][CH:22]=[CH:21][C:20]=5[F:26])[C:12]=4[N:13]=[C:8]([NH:7][CH2:6][CH2:5][CH2:4][N:3]([CH2:38][CH3:39])[CH2:1][CH3:2])[N:9]=3)[CH:28]=2)[CH2:52][CH2:51]1.